This data is from Forward reaction prediction with 1.9M reactions from USPTO patents (1976-2016). The task is: Predict the product of the given reaction. Given the reactants [CH2:1]([CH:3]([C:6]1[C:14]2[NH:13][C:12](=[O:15])[NH:11][C:10]=2[CH:9]=[CH:8][CH:7]=1)[CH2:4][CH3:5])[CH3:2].[CH3:16][O:17][C:18]1[CH:25]=[CH:24][C:21]([CH2:22]Cl)=[CH:20][CH:19]=1.C(=O)([O-])[O-].[K+].[K+], predict the reaction product. The product is: [CH2:1]([CH:3]([C:6]1[C:14]2[NH:13][C:12](=[O:15])[N:11]([CH2:22][C:21]3[CH:24]=[CH:25][C:18]([O:17][CH3:16])=[CH:19][CH:20]=3)[C:10]=2[CH:9]=[CH:8][CH:7]=1)[CH2:4][CH3:5])[CH3:2].